This data is from Reaction yield outcomes from USPTO patents with 853,638 reactions. The task is: Predict the reaction yield, written as a fraction of the theoretical maximum amount of product (1.0 means a 100% yield; for example, 0.34 means a 34% yield). (1) The reactants are [C:1]([CH2:3][C:4]1[CH:5]=[C:6]([CH:11]=[CH:12][CH:13]=1)[C:7]([O:9][CH3:10])=[O:8])#[N:2].[H-].[Na+].Br[CH2:17][CH2:18][O:19][CH2:20][CH2:21]Br. The catalyst is CS(C)=O. The product is [C:1]([C:3]1([C:4]2[CH:5]=[C:6]([CH:11]=[CH:12][CH:13]=2)[C:7]([O:9][CH3:10])=[O:8])[CH2:21][CH2:20][O:19][CH2:18][CH2:17]1)#[N:2]. The yield is 0.460. (2) The product is [Br:1][C:2]1[CH:3]=[C:4]2[C:10]([I:11])=[CH:9][N:8]([S:20]([C:17]3[CH:18]=[CH:19][C:14]([CH3:24])=[CH:15][CH:16]=3)(=[O:22])=[O:21])[C:5]2=[N:6][CH:7]=1. The catalyst is C1COCC1. The yield is 0.810. The reactants are [Br:1][C:2]1[CH:3]=[C:4]2[C:10]([I:11])=[CH:9][NH:8][C:5]2=[N:6][CH:7]=1.[H-].[Na+].[C:14]1([CH3:24])[CH:19]=[CH:18][C:17]([S:20](Cl)(=[O:22])=[O:21])=[CH:16][CH:15]=1.Cl. (3) The reactants are [F:1][C:2]([F:14])([F:13])[CH2:3][O:4][C:5]1[CH:6]=[C:7]([CH:10]=[CH:11][CH:12]=1)[CH:8]=O.[O:15]([C:22]1[CH:23]=[C:24]([CH:26]=[CH:27][CH:28]=1)[NH2:25])[C:16]1[CH:21]=[CH:20][CH:19]=[CH:18][CH:17]=1.[BH4-].[Na+]. The catalyst is C1CCCCC1. The product is [O:15]([C:22]1[CH:23]=[C:24]([NH:25][CH2:8][C:7]2[CH:10]=[CH:11][CH:12]=[C:5]([O:4][CH2:3][C:2]([F:14])([F:13])[F:1])[CH:6]=2)[CH:26]=[CH:27][CH:28]=1)[C:16]1[CH:17]=[CH:18][CH:19]=[CH:20][CH:21]=1. The yield is 0.760. (4) The reactants are [Si:1]([O:8][CH:9]1[CH2:13][CH2:12][N:11]([C:14]2[CH:22]=[C:21]3[C:17]([CH:18]=[CH:19][NH:20]3)=[CH:16][CH:15]=2)[CH2:10]1)([C:4]([CH3:7])([CH3:6])[CH3:5])([CH3:3])[CH3:2].[CH3:23][C:24]1[C:29](/[CH:30]=[CH:31]/[N+:32]([O-:34])=[O:33])=[CH:28][CH:27]=[CH:26][C:25]=1[NH:35][C:36](=[O:45])[O:37][CH2:38][C:39]1[CH:44]=[CH:43][CH:42]=[CH:41][CH:40]=1. The catalyst is C1COCC1. The product is [Si:1]([O:8][CH:9]1[CH2:13][CH2:12][N:11]([C:14]2[CH:22]=[C:21]3[C:17]([C:18]([CH:30]([C:29]4[C:24]([CH3:23])=[C:25]([NH:35][C:36](=[O:45])[O:37][CH2:38][C:39]5[CH:40]=[CH:41][CH:42]=[CH:43][CH:44]=5)[CH:26]=[CH:27][CH:28]=4)[CH2:31][N+:32]([O-:34])=[O:33])=[CH:19][NH:20]3)=[CH:16][CH:15]=2)[CH2:10]1)([C:4]([CH3:7])([CH3:5])[CH3:6])([CH3:3])[CH3:2]. The yield is 0.334. (5) The reactants are [CH3:1][O:2][C:3]1[CH:19]=[CH:18][C:6]2[N:7]3[CH:12]=[C:11]([C:13](OCC)=[O:14])[N:10]=[C:8]3[S:9][C:5]=2[CH:4]=1.[H-].[H-].[H-].[H-].[Li+].[Al+3]. No catalyst specified. The product is [CH3:1][O:2][C:3]1[CH:19]=[CH:18][C:6]2[N:7]3[CH:12]=[C:11]([CH2:13][OH:14])[N:10]=[C:8]3[S:9][C:5]=2[CH:4]=1. The yield is 0.400.